Predict the reaction yield, written as a fraction of the theoretical maximum amount of product (1.0 means a 100% yield; for example, 0.34 means a 34% yield). From a dataset of Reaction yield outcomes from USPTO patents with 853,638 reactions. (1) The reactants are [CH2:1]([Li])[CH2:2][CH2:3]C.CCCCCC.[NH:12]1[C:21]2[C:16](=[CH:17][CH:18]=[CH:19][CH:20]=2)[CH2:15][CH2:14][CH2:13]1.ClCCCI.C([O-])([O-])=O.[K+].[K+].[CH2:33]([CH:37]1[CH2:42][CH2:41][NH:40][CH2:39][CH2:38]1)[CH2:34][CH2:35][CH3:36]. The catalyst is O1CCCC1.O. The product is [CH2:33]([CH:37]1[CH2:42][CH2:41][N:40]([CH2:1][CH2:2][CH2:3][N:12]2[C:21]3[C:16](=[CH:17][CH:18]=[CH:19][CH:20]=3)[CH2:15][CH2:14][CH2:13]2)[CH2:39][CH2:38]1)[CH2:34][CH2:35][CH3:36]. The yield is 0.350. (2) The reactants are [NH2:1][C@@H:2]1[C:11]2[C:6](=[CH:7][CH:8]=[CH:9][CH:10]=2)[C@H:5]([OH:12])[CH2:4][CH2:3]1.[H-].[Na+].F[C:16]1[CH:17]=[CH:18][C:19]2[N:20]([C:22]([N:25]3[CH2:29][CH2:28][C@H:27]([O:30][Si:31]([CH:38]([CH3:40])[CH3:39])([CH:35]([CH3:37])[CH3:36])[CH:32]([CH3:34])[CH3:33])[CH2:26]3)=[N:23][N:24]=2)[CH:21]=1.N. The catalyst is CN(C=O)C.CO.C(Cl)Cl. The product is [CH:38]([Si:31]([CH:32]([CH3:34])[CH3:33])([CH:35]([CH3:37])[CH3:36])[O:30][C@H:27]1[CH2:28][CH2:29][N:25]([C:22]2[N:20]3[CH:21]=[C:16]([O:12][C@H:5]4[C:6]5[C:11](=[CH:10][CH:9]=[CH:8][CH:7]=5)[C@@H:2]([NH2:1])[CH2:3][CH2:4]4)[CH:17]=[CH:18][C:19]3=[N:24][N:23]=2)[CH2:26]1)([CH3:40])[CH3:39]. The yield is 0.230.